From a dataset of Peptide-MHC class I binding affinity with 185,985 pairs from IEDB/IMGT. Regression. Given a peptide amino acid sequence and an MHC pseudo amino acid sequence, predict their binding affinity value. This is MHC class I binding data. (1) The peptide sequence is LIFAFSTL. The MHC is H-2-Db with pseudo-sequence H-2-Db. The binding affinity (normalized) is 0.339. (2) The peptide sequence is KYQSPVNIF. The MHC is HLA-A26:02 with pseudo-sequence HLA-A26:02. The binding affinity (normalized) is 0.0847. (3) The peptide sequence is AAYFVGYLK. The MHC is HLA-A68:01 with pseudo-sequence HLA-A68:01. The binding affinity (normalized) is 0.893. (4) The peptide sequence is VPRDRNGTF. The MHC is HLA-B15:09 with pseudo-sequence HLA-B15:09. The binding affinity (normalized) is 0.0847. (5) The peptide sequence is VAIAQLTTL. The MHC is H-2-Db with pseudo-sequence H-2-Db. The binding affinity (normalized) is 0.548. (6) The peptide sequence is QLFPELECF. The MHC is HLA-B15:17 with pseudo-sequence HLA-B15:17. The binding affinity (normalized) is 0.0847. (7) The peptide sequence is KLWIWIGSQ. The MHC is HLA-B15:17 with pseudo-sequence HLA-B15:17. The binding affinity (normalized) is 0.0847.